Task: Predict the product of the given reaction.. Dataset: Forward reaction prediction with 1.9M reactions from USPTO patents (1976-2016) The product is: [Si:11]([O:18][CH2:19][CH:20]=[O:21])([C:14]([CH3:17])([CH3:16])[CH3:15])([CH3:13])[CH3:12]. Given the reactants C(Cl)(C(Cl)=O)=O.CS(C)=O.[Si:11]([O:18][CH2:19][CH2:20][OH:21])([C:14]([CH3:17])([CH3:16])[CH3:15])([CH3:13])[CH3:12].CCN(CC)CC.Cl, predict the reaction product.